Dataset: Reaction yield outcomes from USPTO patents with 853,638 reactions. Task: Predict the reaction yield, written as a fraction of the theoretical maximum amount of product (1.0 means a 100% yield; for example, 0.34 means a 34% yield). (1) The reactants are [CH:1]1[C:10]2[CH2:9][CH2:8][CH2:7][CH2:6][C:5]=2[CH:4]=[CH:3][C:2]=1[NH2:11].[F:12][C:13]([F:24])([F:23])[C:14]1[N:19]=[CH:18][C:17]([CH2:20][C:21]#N)=[CH:16][CH:15]=1. The catalyst is CO.[Pd]. The product is [CH:1]1[C:10]2[CH2:9][CH2:8][CH2:7][CH2:6][C:5]=2[CH:4]=[CH:3][C:2]=1[NH:11][CH2:21][CH2:20][C:17]1[CH:18]=[N:19][C:14]([C:13]([F:24])([F:12])[F:23])=[CH:15][CH:16]=1. The yield is 0.680. (2) The reactants are [Cl:1][C:2]1[CH:22]=[CH:21][C:5]([C:6]([C:8]2[CH:20]=[CH:19][C:11]([O:12][C:13]([CH3:18])([CH3:17])[C:14]([OH:16])=[O:15])=[CH:10][CH:9]=2)=[O:7])=[CH:4][CH:3]=1.C(=O)(O)[O-].[Na+].[Cl:28][CH2:29]Cl.CCCCCC. The yield is 1.01. The catalyst is S([O-])(O)(=O)=O.C([N+](CCCC)(CCCC)CCCC)CCC.O. The product is [Cl:1][C:2]1[CH:22]=[CH:21][C:5]([C:6]([C:8]2[CH:20]=[CH:19][C:11]([O:12][C:13]([CH3:18])([CH3:17])[C:14]([O:16][CH2:29][Cl:28])=[O:15])=[CH:10][CH:9]=2)=[O:7])=[CH:4][CH:3]=1.